This data is from Forward reaction prediction with 1.9M reactions from USPTO patents (1976-2016). The task is: Predict the product of the given reaction. (1) Given the reactants C1C=CC=CC=1.[NH2:7][C:8]1[C:16]([O:17][CH3:18])=[C:15]([Br:19])[C:14]([I:20])=[C:13]([CH3:21])[C:9]=1[C:10]([OH:12])=[O:11].[C:22](Cl)(=O)[C:23]([CH3:26])([CH3:25])[CH3:24].N1C=CC=CC=1, predict the reaction product. The product is: [Br:19][C:15]1[C:14]([I:20])=[C:13]([CH3:21])[C:9]2[C:10](=[O:12])[O:11][C:22]([C:23]([CH3:26])([CH3:25])[CH3:24])=[N:7][C:8]=2[C:16]=1[O:17][CH3:18]. (2) Given the reactants [NH:1]1[CH2:6][CH2:5][CH:4]([OH:7])[CH2:3][CH2:2]1.[C:8]([O:12][C:13](=O)[O:14]C(C)(C)C)([CH3:11])([CH3:10])[CH3:9], predict the reaction product. The product is: [C:8]([O:12][C:13]([N:1]1[CH2:6][CH2:5][CH:4]([OH:7])[CH2:3][CH2:2]1)=[O:14])([CH3:11])([CH3:10])[CH3:9]. (3) The product is: [Cl:27][C:28]1[CH:29]=[C:30]([C:34]2[N:37]=[C:24]([CH:11]3[CH2:10][CH:9]([C:6]4[CH:5]=[CH:4][C:3]([CH2:1][CH3:2])=[CH:8][CH:7]=4)[CH2:14][N:13]([C:15]([N:17]4[CH2:18][CH2:19][CH:20]([OH:23])[CH2:21][CH2:22]4)=[O:16])[CH2:12]3)[O:36][N:35]=2)[CH:31]=[CH:32][CH:33]=1. Given the reactants [CH2:1]([C:3]1[CH:8]=[CH:7][C:6]([CH:9]2[CH2:14][N:13]([C:15]([N:17]3[CH2:22][CH2:21][CH:20]([OH:23])[CH2:19][CH2:18]3)=[O:16])[CH2:12][CH:11]([C:24](O)=O)[CH2:10]2)=[CH:5][CH:4]=1)[CH3:2].[Cl:27][C:28]1[CH:29]=[C:30]([C:34](=[NH:37])[NH:35][OH:36])[CH:31]=[CH:32][CH:33]=1, predict the reaction product. (4) Given the reactants [NH2:1][C:2]([CH3:14])([CH3:13])[CH2:3][O:4][C:5]1[CH:12]=[CH:11][C:8]([C:9]#[N:10])=[CH:7][CH:6]=1.[C:15](O[C:15]([O:17][C:18]([CH3:21])([CH3:20])[CH3:19])=[O:16])([O:17][C:18]([CH3:21])([CH3:20])[CH3:19])=[O:16].O, predict the reaction product. The product is: [C:9]([C:8]1[CH:11]=[CH:12][C:5]([O:4][CH2:3][C:2]([NH:1][C:15](=[O:16])[O:17][C:18]([CH3:21])([CH3:20])[CH3:19])([CH3:14])[CH3:13])=[CH:6][CH:7]=1)#[N:10]. (5) Given the reactants [CH3:1][O:2][C:3]1[CH:4]=[C:5]([CH:8]=[CH:9][CH:10]=1)[CH2:6][NH2:7].C(N(CC)CC)C.[F:18][C:19]1[CH:24]=[C:23]([S:25][C:26]([F:29])([F:28])[F:27])[CH:22]=[CH:21][C:20]=1[N:30]([CH3:34])[C:31](Cl)=[O:32], predict the reaction product. The product is: [F:18][C:19]1[CH:24]=[C:23]([S:25][C:26]([F:29])([F:28])[F:27])[CH:22]=[CH:21][C:20]=1[N:30]([CH3:34])[C:31]([NH:7][CH2:6][C:5]1[CH:8]=[CH:9][CH:10]=[C:3]([O:2][CH3:1])[CH:4]=1)=[O:32].